Dataset: Forward reaction prediction with 1.9M reactions from USPTO patents (1976-2016). Task: Predict the product of the given reaction. (1) Given the reactants [F:1][C:2]([F:44])([F:43])[C:3]1[CH:8]=[CH:7][C:6]([C:9]2[CH:14]=[CH:13][CH:12]=[CH:11][C:10]=2[C:15]([NH:17][C:18]2[CH:42]=[CH:41][C:21]([C:22]([NH:24][CH2:25][CH2:26][C:27]3[N:32]=[C:31]([NH:33]C(=O)OC(C)(C)C)[CH:30]=[CH:29][CH:28]=3)=[O:23])=[CH:20][CH:19]=2)=[O:16])=[CH:5][CH:4]=1.FC(F)(F)C(O)=O, predict the reaction product. The product is: [NH2:33][C:31]1[N:32]=[C:27]([CH2:26][CH2:25][NH:24][C:22]([C:21]2[CH:20]=[CH:19][C:18]([NH:17][C:15]([C:10]3[C:9]([C:6]4[CH:5]=[CH:4][C:3]([C:2]([F:44])([F:1])[F:43])=[CH:8][CH:7]=4)=[CH:14][CH:13]=[CH:12][CH:11]=3)=[O:16])=[CH:42][CH:41]=2)=[O:23])[CH:28]=[CH:29][CH:30]=1. (2) Given the reactants C([O:3][C:4](=O)/[CH:5]=[CH:6]/[C:7]1[C:8]([NH:23][C:24]2[C:29]([F:30])=[CH:28][CH:27]=[CH:26][C:25]=2[F:31])=[N:9][C:10]([S:21][CH3:22])=[N:11][C:12]=1[C:13]1[CH:18]=[CH:17][C:16]([F:19])=[CH:15][C:14]=1[CH3:20])C, predict the reaction product. The product is: [F:30][C:29]1[CH:28]=[CH:27][CH:26]=[C:25]([F:31])[C:24]=1[N:23]1[C:8]2[N:9]=[C:10]([S:21][CH3:22])[N:11]=[C:12]([C:13]3[CH:18]=[CH:17][C:16]([F:19])=[CH:15][C:14]=3[CH3:20])[C:7]=2[CH:6]=[CH:5][C:4]1=[O:3]. (3) Given the reactants Cl.[Cl:2][C:3]1[CH:8]=[CH:7][N:6]=[CH:5][CH:4]=1.[CH2:9]([Mg]Br)[CH2:10][CH2:11][CH2:12][CH3:13].Cl[C:17]([O:19][C:20]1[CH:25]=[CH:24][CH:23]=[CH:22][CH:21]=1)=[O:18], predict the reaction product. The product is: [Cl:2][C:3]1[CH:8]=[CH:7][N:6]([C:17]([O:19][C:20]2[CH:25]=[CH:24][CH:23]=[CH:22][CH:21]=2)=[O:18])[CH:5]([CH2:9][CH2:10][CH2:11][CH2:12][CH3:13])[CH:4]=1. (4) Given the reactants [C:1]([C:5]1[CH:23]=[CH:22][C:8]([C:9]([NH:11][C:12]2[CH:17]=[CH:16][CH:15]=[C:14]([N+:18]([O-:20])=[O:19])[C:13]=2[OH:21])=O)=[CH:7][CH:6]=1)([CH3:4])([CH3:3])[CH3:2].C1(C)C=CC(S([O-])(=O)=O)=CC=1.[NH+]1C=CC=CC=1.C(Cl)Cl, predict the reaction product. The product is: [C:1]([C:5]1[CH:6]=[CH:7][C:8]([C:9]2[O:21][C:13]3[C:14]([N+:18]([O-:20])=[O:19])=[CH:15][CH:16]=[CH:17][C:12]=3[N:11]=2)=[CH:22][CH:23]=1)([CH3:2])([CH3:3])[CH3:4]. (5) The product is: [NH2:1][C:2]1[CH:13]=[CH:12][C:11]([O:14][Si:15]([C:18]([CH3:19])([CH3:20])[CH3:21])([CH3:16])[CH3:17])=[CH:10][C:3]=1[C:4]([C:22]1[CH:27]=[CH:26][CH:25]=[CH:24][CH:23]=1)=[O:5]. Given the reactants [NH2:1][C:2]1[CH:13]=[CH:12][C:11]([O:14][Si:15]([C:18]([CH3:21])([CH3:20])[CH3:19])([CH3:17])[CH3:16])=[CH:10][C:3]=1[C:4](N(OC)C)=[O:5].[C:22]1([Mg]Br)[CH:27]=[CH:26][CH:25]=[CH:24][CH:23]=1.[Cl-].[NH4+], predict the reaction product. (6) Given the reactants [NH2:1][C:2]1[CH:7]=[CH:6][C:5]([C:8]2[C:17]3[CH2:16][CH2:15][CH2:14][CH2:13][C:12]=3[C:11](=[O:18])[NH:10][N:9]=2)=[CH:4][CH:3]=1.[O:19]=[C:20]1CCC(=O)N1OC(=O)ON1C(=O)CCC1=O.[CH2:37]1[C:45]2[C:40](=[CH:41][CH:42]=[CH:43][CH:44]=2)[CH2:39][NH:38]1.O, predict the reaction product. The product is: [O:18]=[C:11]1[C:12]2[CH2:13][CH2:14][CH2:15][CH2:16][C:17]=2[C:8]([C:5]2[CH:4]=[CH:3][C:2]([NH:1][C:20]([N:38]3[CH2:39][C:40]4[C:45](=[CH:44][CH:43]=[CH:42][CH:41]=4)[CH2:37]3)=[O:19])=[CH:7][CH:6]=2)=[N:9][NH:10]1.